The task is: Predict the reaction yield, written as a fraction of the theoretical maximum amount of product (1.0 means a 100% yield; for example, 0.34 means a 34% yield).. This data is from Reaction yield outcomes from USPTO patents with 853,638 reactions. The reactants are [F:1][C:2]([F:7])([F:6])[CH:3]([OH:5])[CH3:4].[H-].[Na+].[N:10]1[CH:15]=[CH:14][CH:13]=[C:12]([C:16]([O-:18])=[O:17])[CH:11]=1.[CH2:19]1COCC1. No catalyst specified. The product is [F:1][C:2]([F:7])([F:6])[CH:3]([O:5][CH2:19][C:15]1[N:10]=[CH:11][C:12]([C:16]([OH:18])=[O:17])=[CH:13][CH:14]=1)[CH3:4]. The yield is 0.460.